From a dataset of Full USPTO retrosynthesis dataset with 1.9M reactions from patents (1976-2016). Predict the reactants needed to synthesize the given product. (1) Given the product [F:34][C:14]([F:13])([F:33])[C:15]1[CH:16]=[C:17]([S:21][C:3]2[C:4]3=[N:5][CH:6]=[CH:7][CH:8]=[C:9]3[NH:1][C:2]=2[C:10]([NH2:12])=[O:11])[CH:18]=[CH:19][CH:20]=1, predict the reactants needed to synthesize it. The reactants are: [NH:1]1[C:9]2[C:4](=[N:5][CH:6]=[CH:7][CH:8]=2)[CH:3]=[C:2]1[C:10]([NH2:12])=[O:11].[F:13][C:14]([F:34])([F:33])[C:15]1[CH:16]=[C:17]([S:21][S:21][C:17]2[CH:18]=[CH:19][CH:20]=[C:15]([C:14]([F:13])([F:33])[F:34])[CH:16]=2)[CH:18]=[CH:19][CH:20]=1. (2) Given the product [O:11]=[C:12]1[CH2:16][N:15]([C:17]([O:19][C:20]([CH3:22])([CH3:21])[CH3:23])=[O:18])[C@H:14]([CH:24]([CH3:26])[CH3:25])[CH2:13]1, predict the reactants needed to synthesize it. The reactants are: C(Cl)(=O)C(Cl)=O.CS(C)=O.[OH:11][C@H:12]1[CH2:16][N:15]([C:17]([O:19][C:20]([CH3:23])([CH3:22])[CH3:21])=[O:18])[C@H:14]([CH:24]([CH3:26])[CH3:25])[CH2:13]1.C(N(CC)CC)C. (3) The reactants are: [F:1][C@@H:2]1[CH2:6][N:5]([C:7](=[O:10])[CH2:8][OH:9])[C@H:4]([C:11]#[N:12])[CH2:3]1.[N+:13]([C:16]1[CH:21]=[CH:20][CH:19]=[CH:18][C:17]=1[S:22](Cl)(=[O:24])=[O:23])([O-:15])=[O:14]. Given the product [F:1][C@@H:2]1[CH2:6][N:5]([C:7](=[O:10])[CH2:8][O:9][S:22]([C:17]2[CH:18]=[CH:19][CH:20]=[CH:21][C:16]=2[N+:13]([O-:15])=[O:14])(=[O:23])=[O:24])[C@H:4]([C:11]#[N:12])[CH2:3]1, predict the reactants needed to synthesize it.